From a dataset of Forward reaction prediction with 1.9M reactions from USPTO patents (1976-2016). Predict the product of the given reaction. (1) The product is: [F:22][C:21]([F:24])([F:23])[C:19]([C:7]1[C:8]2[C:13](=[C:12]([O:14][C:15]([F:18])([F:16])[F:17])[CH:11]=[CH:10][CH:9]=2)[N:5]([CH2:4][CH2:3][O:2][CH3:1])[CH:6]=1)=[O:20]. Given the reactants [CH3:1][O:2][CH2:3][CH2:4][N:5]1[C:13]2[C:8](=[CH:9][CH:10]=[CH:11][C:12]=2[O:14][C:15]([F:18])([F:17])[F:16])[CH:7]=[CH:6]1.[C:19](O[C:19]([C:21]([F:24])([F:23])[F:22])=[O:20])([C:21]([F:24])([F:23])[F:22])=[O:20], predict the reaction product. (2) Given the reactants [CH:1]([C:4]1[CH:9]=[CH:8][C:7]([C:10]2[N:14]([CH2:15][CH2:16][O:17][CH3:18])[C:13]3[C:19]([O:31][CH3:32])=[CH:20][C:21]([CH:23]([C:25]4[CH:30]=[CH:29][CH:28]=[CH:27][N:26]=4)[OH:24])=[CH:22][C:12]=3[N:11]=2)=[CH:6][CH:5]=1)([CH3:3])[CH3:2].C(N(C(C)C)C(C)C)C.[CH3:42][S:43](Cl)(=[O:45])=[O:44], predict the reaction product. The product is: [CH:1]([C:4]1[CH:9]=[CH:8][C:7]([C:10]2[N:14]([CH2:15][CH2:16][O:17][CH3:18])[C:13]3[C:19]([O:31][CH3:32])=[CH:20][C:21]([CH:23]([O:24][S:43]([CH3:42])(=[O:45])=[O:44])[C:25]4[CH:30]=[CH:29][CH:28]=[CH:27][N:26]=4)=[CH:22][C:12]=3[N:11]=2)=[CH:6][CH:5]=1)([CH3:3])[CH3:2].